This data is from Reaction yield outcomes from USPTO patents with 853,638 reactions. The task is: Predict the reaction yield, written as a fraction of the theoretical maximum amount of product (1.0 means a 100% yield; for example, 0.34 means a 34% yield). (1) The reactants are [NH2:1][C:2]1[S:3][CH:4]=[C:5]([CH2:11][O:12][CH2:13][O:14][CH3:15])[C:6]=1[S:7]([NH2:10])(=[O:9])=[O:8].CS[C:18](SC)=[C:19]1[C:28](=[O:29])[C@@:27]([CH2:31][CH2:32][C:33]([CH3:36])([CH3:35])[CH3:34])([CH3:30])[C:26]2[C:21](=[CH:22][CH:23]=[CH:24][CH:25]=2)[C:20]1=[O:37]. The catalyst is C1(C)C=CC=CC=1. The product is [CH3:34][C:33]([CH3:36])([CH3:35])[CH2:32][CH2:31][C@:27]1([CH3:30])[C:26]2[C:21](=[CH:22][CH:23]=[CH:24][CH:25]=2)[C:20]([OH:37])=[C:19]([C:18]2[NH:1][C:2]3[S:3][CH:4]=[C:5]([CH2:11][O:12][CH2:13][O:14][CH3:15])[C:6]=3[S:7](=[O:8])(=[O:9])[N:10]=2)[C:28]1=[O:29]. The yield is 0.850. (2) The reactants are [O:1]=[C:2]1[CH:6]=[C:5]([C@H:7]2[CH2:12][CH2:11][N:10](C(OC)=O)[C@@H:9]([C:17]3[CH:22]=[C:21]([F:23])[C:20]([F:24])=[C:19]([F:25])[CH:18]=3)[CH2:8]2)[O:4][NH:3]1.C(O)(=O)C. The catalyst is Br. The product is [F:25][C:19]1[CH:18]=[C:17]([C@H:9]2[CH2:8][C@@H:7]([C:5]3[O:4][NH:3][C:2](=[O:1])[CH:6]=3)[CH2:12][CH2:11][NH:10]2)[CH:22]=[C:21]([F:23])[C:20]=1[F:24]. The yield is 0.670. (3) The reactants are [F:1][C:2]1[C:12]([NH:13][CH2:14][C:15]2[CH:20]=[C:19]([C:21]3[CH:26]=[CH:25][CH:24]=[C:23]([F:27])[CH:22]=3)[CH:18]=[CH:17][C:16]=2[F:28])=[C:11]([F:29])[CH:10]=[CH:9][C:3]=1[O:4][CH2:5][C:6]([OH:8])=[O:7].[CH3:30][CH:31](O)[CH3:32]. The catalyst is S(=O)(=O)(O)O. The product is [F:1][C:2]1[C:12]([NH:13][CH2:14][C:15]2[CH:20]=[C:19]([C:21]3[CH:26]=[CH:25][CH:24]=[C:23]([F:27])[CH:22]=3)[CH:18]=[CH:17][C:16]=2[F:28])=[C:11]([F:29])[CH:10]=[CH:9][C:3]=1[O:4][CH2:5][C:6]([O:8][CH:31]([CH3:32])[CH3:30])=[O:7]. The yield is 0.680.